This data is from Forward reaction prediction with 1.9M reactions from USPTO patents (1976-2016). The task is: Predict the product of the given reaction. (1) Given the reactants [CH3:1][N:2]1[C:14]2[C:13]3[CH:15]=[CH:16][CH:17]=[CH:18][C:12]=3[S:11][CH2:10][C:9]=2[C:8]2[C:3]1=[CH:4][CH:5]=[C:6]([OH:19])[CH:7]=2.[CH3:20][C:21]([Si:24](Cl)([CH3:26])[CH3:25])([CH3:23])[CH3:22], predict the reaction product. The product is: [C:21]([Si:24]([CH3:26])([CH3:25])[O:19][C:6]1[CH:7]=[C:8]2[C:3](=[CH:4][CH:5]=1)[N:2]([CH3:1])[C:14]1[C:13]3[CH:15]=[CH:16][CH:17]=[CH:18][C:12]=3[S:11][CH2:10][C:9]2=1)([CH3:23])([CH3:22])[CH3:20]. (2) The product is: [Cl:37][C:38]1[CH:43]=[C:42]([C:2]2[N:3]=[C:4]3[C:9](=[CH:10][CH:11]=2)[N:8]=[CH:7][C:6]([C:12](=[O:15])[CH2:13][CH3:14])=[C:5]3[NH:16][C:17]2[CH:18]=[CH:19][C:20]([N:23]3[CH2:28][CH2:27][CH2:26][C@@H:25]([NH:29][C:30](=[O:36])[O:31][C:32]([CH3:33])([CH3:35])[CH3:34])[CH2:24]3)=[N:21][CH:22]=2)[CH:41]=[C:40]([Cl:53])[C:39]=1[OH:54]. Given the reactants Cl[C:2]1[N:3]=[C:4]2[C:9](=[CH:10][CH:11]=1)[N:8]=[CH:7][C:6]([C:12](=[O:15])[CH2:13][CH3:14])=[C:5]2[NH:16][C:17]1[CH:18]=[CH:19][C:20]([N:23]2[CH2:28][CH2:27][CH2:26][C@@H:25]([NH:29][C:30](=[O:36])[O:31][C:32]([CH3:35])([CH3:34])[CH3:33])[CH2:24]2)=[N:21][CH:22]=1.[Cl:37][C:38]1[CH:43]=[C:42](B2OC(C)(C)C(C)(C)O2)[CH:41]=[C:40]([Cl:53])[C:39]=1[OH:54], predict the reaction product. (3) Given the reactants [CH3:1][O:2][C:3]1[CH:4]=[C:5]([C:11]2([CH:14]=O)[CH2:13][CH2:12]2)[CH:6]=[CH:7][C:8]=1[O:9][CH3:10].S([O-])([O-])(=O)=O.[Na+].[Na+].[I-].[Na+].C[Si](Cl)(C)C.[CH:30]([C:32](C)=[O:33])=C.[CH3:35][N:36]([CH:38]=O)[CH3:37], predict the reaction product. The product is: [CH3:1][O:2][C:3]1[CH:4]=[C:5]([C@@:11]23[CH2:13][CH2:12][C:32](=[O:33])[CH2:30][C@@H:37]2[N:36]([CH3:35])[CH2:38][CH2:14]3)[CH:6]=[CH:7][C:8]=1[O:9][CH3:10].